This data is from TCR-epitope binding with 47,182 pairs between 192 epitopes and 23,139 TCRs. The task is: Binary Classification. Given a T-cell receptor sequence (or CDR3 region) and an epitope sequence, predict whether binding occurs between them. The epitope is TPINLVRDL. The TCR CDR3 sequence is CASSEGWARNNEQFF. Result: 0 (the TCR does not bind to the epitope).